This data is from Catalyst prediction with 721,799 reactions and 888 catalyst types from USPTO. The task is: Predict which catalyst facilitates the given reaction. (1) The catalyst class is: 71. Product: [CH3:1][CH:2]1[CH2:7][CH2:6][CH2:5][CH:4]([CH3:8])[N:3]1[CH2:9][C:10]1[CH:11]=[C:12]2[C:17](=[CH:18][CH:19]=1)[C@H:16]([NH:20][C:21](=[O:22])[C@H:23]([OH:24])[C@H:27]([OH:26])[CH2:28][S:29]([C:32]1[CH:41]=[CH:40][C:39]3[C:34](=[CH:35][CH:36]=[CH:37][CH:38]=3)[CH:33]=1)(=[O:31])=[O:30])[CH2:15][CH2:14][CH2:13]2. Reactant: [CH3:1][CH:2]1[CH2:7][CH2:6][CH2:5][CH:4]([CH3:8])[N:3]1[CH2:9][C:10]1[CH:11]=[C:12]2[C:17](=[CH:18][CH:19]=1)[C@H:16]([NH:20][C:21]([C@H:23]1[C@@H:27]([CH2:28][S:29]([C:32]3[CH:41]=[CH:40][C:39]4[C:34](=[CH:35][CH:36]=[CH:37][CH:38]=4)[CH:33]=3)(=[O:31])=[O:30])[O:26]C(C)(C)[O:24]1)=[O:22])[CH2:15][CH2:14][CH2:13]2.Cl. (2) Reactant: C(O[C:5](=[O:7])[CH3:6])(=O)C.S(=O)(=O)(O)O.[C:13]1([C:19]2[N:20]=[C:21]3[N:25]([C:26]=2[CH:27]=O)[CH:24]=[CH:23][S:22]3)[CH:18]=[CH:17][CH:16]=[CH:15][CH:14]=1.[NH2:29][C:30]1[N:35]=[C:34]([CH3:36])[CH:33]=[CH:32][N:31]=1.C([O-])(O)=O.[Na+]. Product: [C:13]1([C:19]2[N:20]=[C:21]3[N:25]([C:26]=2/[CH:27]=[CH:36]/[C:34]2[CH:33]=[CH:32][N:31]=[C:30]([NH:29][C:5](=[O:7])[CH3:6])[N:35]=2)[CH:24]=[CH:23][S:22]3)[CH:18]=[CH:17][CH:16]=[CH:15][CH:14]=1. The catalyst class is: 15. (3) Reactant: [OH:1][CH2:2][C:3]1[CH:4]=[N:5][C:6]2[C:11]([CH:12]=1)=[CH:10][CH:9]=[C:8]([NH:13][C:14](=[O:23])[O:15][CH2:16][C:17]1[CH:22]=[CH:21][CH:20]=[CH:19][CH:18]=1)[CH:7]=2.[H-].[Na+].Br[CH2:27][CH2:28][O:29][Si:30]([C:33]([CH3:36])([CH3:35])[CH3:34])([CH3:32])[CH3:31]. Product: [Si:30]([O:29][CH2:28][CH2:27][O:1][CH2:2][C:3]1[CH:4]=[N:5][C:6]2[C:11]([CH:12]=1)=[CH:10][CH:9]=[C:8]([NH:13][C:14](=[O:23])[O:15][CH2:16][C:17]1[CH:18]=[CH:19][CH:20]=[CH:21][CH:22]=1)[CH:7]=2)([C:33]([CH3:36])([CH3:35])[CH3:34])([CH3:32])[CH3:31]. The catalyst class is: 3. (4) Reactant: [CH2:1]([O:3][C:4](=[O:17])/[CH:5]=[C:6](\[NH:13][C:14](=[O:16])[CH3:15])/[C@H:7]([CH3:12])[C@H:8]([CH3:11])[CH:9]=[CH2:10])[CH3:2]. Product: [CH2:1]([O:3][C:4](=[O:17])[CH2:5][C@@H:6]([NH:13][C:14](=[O:16])[CH3:15])[C@H:7]([CH3:12])[C@H:8]([CH3:11])[CH2:9][CH3:10])[CH3:2]. The catalyst class is: 43. (5) Reactant: [NH:1]1[C:5]2[CH:6]=[CH:7][C:8]([NH2:10])=[CH:9][C:4]=2[N:3]=[CH:2]1.[N:11]1[O:15][N:14]=[C:13]2[CH:16]=[C:17]([CH:20]=O)[CH:18]=[CH:19][C:12]=12.C([O:24][C:25](=O)[C:26](=[O:33])[CH2:27][C:28](=[O:32])[CH2:29][CH2:30][CH3:31])C. Product: [NH:1]1[C:5]2[CH:6]=[CH:7][C:8]([N:10]3[CH:20]([C:17]4[CH:18]=[CH:19][C:12]5=[N:11][O:15][N:14]=[C:13]5[CH:16]=4)[C:27]([C:28](=[O:32])[CH2:29][CH2:30][CH3:31])=[C:26]([OH:33])[C:25]3=[O:24])=[CH:9][C:4]=2[N:3]=[CH:2]1. The catalyst class is: 8. (6) The catalyst class is: 9. Reactant: Br[CH2:2][C:3]1[CH:8]=[CH:7][C:6]([I:9])=[CH:5][CH:4]=1.[Cl:10][C:11]1[C:12]([OH:21])=[C:13]([C:18](=[O:20])[CH3:19])[CH:14]=[CH:15][C:16]=1[OH:17].C(=O)([O-])[O-].[Cs+].[Cs+].O. Product: [Cl:10][C:11]1[C:12]([OH:21])=[C:13]([C:18](=[O:20])[CH3:19])[CH:14]=[CH:15][C:16]=1[O:17][CH2:2][C:3]1[CH:8]=[CH:7][C:6]([I:9])=[CH:5][CH:4]=1. (7) Reactant: C(OC([N:8]1[CH2:14][CH2:13][CH2:12][N:11]([C:15](=[O:35])[C:16]2[CH:21]=[C:20]([CH2:22][C:23]3[C:32]4[CH2:31][CH2:30][CH2:29][CH2:28][C:27]=4[C:26](=[O:33])[NH:25][N:24]=3)[CH:19]=[CH:18][C:17]=2[F:34])[CH2:10][CH2:9]1)=O)(C)(C)C.FC(F)(F)C(O)=O.C(#N)C. Product: [N:11]1([C:15]([C:16]2[CH:21]=[C:20]([CH:19]=[CH:18][C:17]=2[F:34])[CH2:22][C:23]2[C:32]3[CH2:31][CH2:30][CH2:29][CH2:28][C:27]=3[C:26](=[O:33])[NH:25][N:24]=2)=[O:35])[CH2:12][CH2:13][CH2:14][NH:8][CH2:9][CH2:10]1. The catalyst class is: 4. (8) Reactant: [C:1]([CH:3]1[CH2:8][O:7][CH2:6][CH2:5][N:4]1[C:9]([O:11][C:12]([CH3:15])([CH3:14])[CH3:13])=[O:10])#[N:2].[N-:16]=[N+:17]=[N-:18].[Na+].[Cl-].[NH4+]. Product: [N:2]1[NH:16][N:17]=[N:18][C:1]=1[CH:3]1[CH2:8][O:7][CH2:6][CH2:5][N:4]1[C:9]([O:11][C:12]([CH3:15])([CH3:14])[CH3:13])=[O:10]. The catalyst class is: 3. (9) Reactant: [Br:1][C:2]1[N:7]=[C:6]([NH:8]C(=O)C)[CH:5]=[CH:4][CH:3]=1.[N+:12]([O-])([OH:14])=[O:13]. Product: [Br:1][C:2]1[N:7]=[C:6]([NH2:8])[CH:5]=[CH:4][C:3]=1[N+:12]([O-:14])=[O:13]. The catalyst class is: 82. (10) Reactant: [CH:1]1[CH:2]=[CH:3][C:4]2[O:12][C:10](=O)[NH:9][C:7](=[O:8])[C:5]=2[CH:6]=1.[C:13](=O)([O-])[O-].[Na+].[Na+].ICC.[OH-].[Na+].Cl. Product: [CH2:10]([NH:9][C:7](=[O:8])[C:5]1[C:4](=[CH:3][CH:2]=[CH:1][CH:6]=1)[OH:12])[CH3:13]. The catalyst class is: 44.